Dataset: Retrosynthesis with 50K atom-mapped reactions and 10 reaction types from USPTO. Task: Predict the reactants needed to synthesize the given product. (1) Given the product Cc1cc(C)c2oc(Nc3ccc(-c4nn(C5CCN(C)CC5)c5ncnc(N)c45)cc3)nc2c1, predict the reactants needed to synthesize it. The reactants are: CN1CCC(n2nc(I)c3c(N)ncnc32)CC1.Cc1cc(C)c2oc(Nc3ccc(B4OC(C)(C)C(C)(C)O4)cc3)nc2c1. (2) The reactants are: CCNC(=O)c1cc(Cl)ccn1.Nc1ccc(O)cc1. Given the product CCNC(=O)c1cc(Oc2ccc(N)cc2)ccn1, predict the reactants needed to synthesize it. (3) Given the product CCC(=O)C1COC(C)(C)N1C(=O)OC(C)(C)C, predict the reactants needed to synthesize it. The reactants are: CCC(O)C1COC(C)(C)N1C(=O)OC(C)(C)C.